This data is from Full USPTO retrosynthesis dataset with 1.9M reactions from patents (1976-2016). The task is: Predict the reactants needed to synthesize the given product. (1) Given the product [C:37]1([C:2]2[CH:24]=[C:23]([CH3:25])[CH:22]=[CH:21][C:3]=2[CH2:4][N:5]([CH:18]2[CH2:20][CH2:19]2)[C:6]([C:8]2[C:9]([CH:15]([F:17])[F:16])=[N:10][N:11]([CH3:14])[C:12]=2[F:13])=[O:7])[CH2:38][CH2:39][CH2:40][CH:35]=1, predict the reactants needed to synthesize it. The reactants are: Br[C:2]1[CH:24]=[C:23]([CH3:25])[CH:22]=[CH:21][C:3]=1[CH2:4][N:5]([CH:18]1[CH2:20][CH2:19]1)[C:6]([C:8]1[C:9]([CH:15]([F:17])[F:16])=[N:10][N:11]([CH3:14])[C:12]=1[F:13])=[O:7].[CH:39]1(CNC[CH:35]2[CH2:40][CH2:39][CH2:38][CH2:37]C2)[CH2:40][CH2:35]C[CH2:37][CH2:38]1.F[B-](F)(F)F.C([PH+](C(C)(C)C)C(C)(C)C)(C)(C)C.C1CCCC=1. (2) Given the product [C:2]1(=[O:1])[C:5]2([CH2:9][CH2:8][CH2:7][NH:6]2)[CH2:4][NH:3]1, predict the reactants needed to synthesize it. The reactants are: [O:1]=[C:2]1[C:5]2([CH2:9][CH2:8][CH2:7][N:6]2C(OCC2C=CC=CC=2)=O)[CH2:4][NH:3]1. (3) Given the product [F:21][C:15]1[CH:16]=[C:17]([F:20])[CH:18]=[CH:19][C:14]=1[C@@:3]([NH:2][C:40]([NH:39][C:31](=[O:38])[C:32]1[CH:33]=[CH:34][CH:35]=[CH:36][CH:37]=1)=[S:41])([CH2:4][C@@H:5]([OH:6])[C:7]1[CH:8]=[N:9][CH:10]=[N:11][CH:12]=1)[CH3:13], predict the reactants needed to synthesize it. The reactants are: Cl.[NH2:2][C@@:3]([C:14]1[CH:19]=[CH:18][C:17]([F:20])=[CH:16][C:15]=1[F:21])([CH3:13])[CH2:4][C@H:5]([C:7]1[CH:8]=[N:9][CH:10]=[N:11][CH:12]=1)[OH:6].CCN(C(C)C)C(C)C.[C:31]([N:39]=[C:40]=[S:41])(=[O:38])[C:32]1[CH:37]=[CH:36][CH:35]=[CH:34][CH:33]=1. (4) Given the product [CH3:1][N:2]([CH3:17])[C:3]1[CH:4]=[CH:5][C:6]([C:9]([C:11]2[CH:12]=[N:13][CH:14]=[CH:15][CH:16]=2)=[O:10])=[CH:7][CH:8]=1, predict the reactants needed to synthesize it. The reactants are: [CH3:1][N:2]([CH3:17])[C:3]1[CH:8]=[CH:7][C:6]([CH:9]([C:11]2[CH:12]=[N:13][CH:14]=[CH:15][CH:16]=2)[OH:10])=[CH:5][CH:4]=1.CN1C(C(C2C=CC=CN=2)O)=CN=C1.